The task is: Predict the reactants needed to synthesize the given product.. This data is from Full USPTO retrosynthesis dataset with 1.9M reactions from patents (1976-2016). (1) Given the product [C:19]([C:21]1[CH:26]=[C:25]([C:2]2[C:10]3[N:9]4[CH2:11][CH2:12][CH2:13][NH:14][C:15](=[O:16])[C:8]4=[CH:7][C:6]=3[CH:5]=[C:4]([C:17]#[N:18])[CH:3]=2)[CH:24]=[CH:23][CH:22]=1)#[N:20], predict the reactants needed to synthesize it. The reactants are: Br[C:2]1[C:10]2[N:9]3[CH2:11][CH2:12][CH2:13][NH:14][C:15](=[O:16])[C:8]3=[CH:7][C:6]=2[CH:5]=[C:4]([C:17]#[N:18])[CH:3]=1.[C:19]([C:21]1[CH:22]=[C:23](B(O)O)[CH:24]=[CH:25][CH:26]=1)#[N:20]. (2) Given the product [CH2:35]([NH:42][C:31](=[O:33])[C:2]1[CH:24]=[CH:23][C:5]([CH2:6][CH:7]2[CH2:11][CH2:10][N:9]([CH:12]3[CH2:13][CH2:14][C:15](=[O:19])[CH2:20][CH2:21]3)[C:8]2=[O:22])=[C:4]([Cl:25])[CH:3]=1)[C:36]1[CH:41]=[CH:40][CH:39]=[CH:38][CH:37]=1, predict the reactants needed to synthesize it. The reactants are: Br[C:2]1[CH:24]=[CH:23][C:5]([CH2:6][CH:7]2[CH2:11][CH2:10][N:9]([CH:12]3[CH2:21][CH2:20][C:15]4([O:19]CCO4)[CH2:14][CH2:13]3)[C:8]2=[O:22])=[C:4]([Cl:25])[CH:3]=1.C([Li])CCC.[C:31](=[O:33])=O.Cl.[CH2:35]([NH2:42])[C:36]1[CH:41]=[CH:40][CH:39]=[CH:38][CH:37]=1. (3) Given the product [F:13][C:10]([F:11])([F:12])[C:7]1[CH:6]=[C:5]2[C:4](=[CH:9][CH:8]=1)[NH:16][CH:15]=[CH:14]2, predict the reactants needed to synthesize it. The reactants are: [N+]([C:4]1[CH:9]=[CH:8][C:7]([C:10]([F:13])([F:12])[F:11])=[CH:6][C:5]=1[CH2:14][C:15]#[N:16])([O-])=O.O.C(O)(=O)C. (4) Given the product [Cl:1][C:2]1[CH:9]=[C:8]([N:10]([C@H:22]2[CH2:26][CH2:25][N:24]([S:30]([CH:28]([CH3:29])[CH3:27])(=[O:32])=[O:31])[CH2:23]2)[CH2:11][C:12]2[CH:17]=[CH:16][CH:15]=[CH:14][C:13]=2[C:18]([F:19])([F:20])[F:21])[CH:7]=[CH:6][C:3]=1[C:4]#[N:5], predict the reactants needed to synthesize it. The reactants are: [Cl:1][C:2]1[CH:9]=[C:8]([N:10]([C@H:22]2[CH2:26][CH2:25][NH:24][CH2:23]2)[CH2:11][C:12]2[CH:17]=[CH:16][CH:15]=[CH:14][C:13]=2[C:18]([F:21])([F:20])[F:19])[CH:7]=[CH:6][C:3]=1[C:4]#[N:5].[CH3:27][CH:28]([S:30](Cl)(=[O:32])=[O:31])[CH3:29]. (5) Given the product [F:6][C:7]([F:36])([F:35])[C:8]1[CH:9]=[CH:10][C:11]([O:27][CH2:28][C:29]2[CH:34]=[CH:33][CH:32]=[CH:31][CH:30]=2)=[C:12]([C:14]2[N:15]([C:20]3[N:25]=[C:24]([C:37]([OH:39])=[O:38])[CH:23]=[CH:22][CH:21]=3)[C:16]([CH3:19])=[CH:17][CH:18]=2)[CH:13]=1, predict the reactants needed to synthesize it. The reactants are: C([Li])CCC.[F:6][C:7]([F:36])([F:35])[C:8]1[CH:9]=[CH:10][C:11]([O:27][CH2:28][C:29]2[CH:34]=[CH:33][CH:32]=[CH:31][CH:30]=2)=[C:12]([C:14]2[N:15]([C:20]3[N:25]=[C:24](Br)[CH:23]=[CH:22][CH:21]=3)[C:16]([CH3:19])=[CH:17][CH:18]=2)[CH:13]=1.[C:37](=[O:39])=[O:38]. (6) Given the product [CH3:35][O:34][C:32]1[O:29][C:28]([C:26]2[NH:27][C:23]([C:8]3[CH:9]=[C:10]([O:12][C:13]4[CH:18]=[CH:17][C:16]([S:19]([CH3:22])(=[O:20])=[O:21])=[CH:15][CH:14]=4)[CH:11]=[C:6]([O:5][C@@H:4]([CH3:36])[CH2:3][O:2][CH3:1])[CH:7]=3)=[CH:24][CH:25]=2)=[N:30][CH:31]=1, predict the reactants needed to synthesize it. The reactants are: [CH3:1][O:2][CH2:3][C@H:4]([CH3:36])[O:5][C:6]1[CH:7]=[C:8]([C:23]2[NH:27][C:26]([C:28]([NH:30][CH2:31][C:32]([O:34][CH3:35])=O)=[O:29])=[CH:25][CH:24]=2)[CH:9]=[C:10]([O:12][C:13]2[CH:18]=[CH:17][C:16]([S:19]([CH3:22])(=[O:21])=[O:20])=[CH:15][CH:14]=2)[CH:11]=1.C1(P(C2C=CC=CC=2)C2C=CC=CC=2)C=CC=CC=1.C(N(CC)CC)C.C(Cl)(Cl)(Cl)Cl. (7) The reactants are: CN(CC1N(C[C@H]2CCCNC2)C2C=CC=CC=2N=1)[C@H]1C2N=CC=CC=2CCC1.[CH3:30][N:31]([CH2:42][C:43]1[N:47]([CH2:48][C@@H:49]2[CH2:54][CH2:53][CH2:52][N:51]([CH:55]([CH3:57])[CH3:56])[CH2:50]2)[C:46]2[CH:58]=[CH:59][CH:60]=[CH:61][C:45]=2[N:44]=1)[C@H:32]1[C:41]2[N:40]=[CH:39][CH:38]=[CH:37][C:36]=2[CH2:35][CH2:34][CH2:33]1. Given the product [CH3:30][N:31]([CH2:42][C:43]1[N:47]([CH2:48][C@H:49]2[CH2:54][CH2:53][CH2:52][N:51]([CH:55]([CH3:57])[CH3:56])[CH2:50]2)[C:46]2[CH:58]=[CH:59][CH:60]=[CH:61][C:45]=2[N:44]=1)[C@H:32]1[C:41]2[N:40]=[CH:39][CH:38]=[CH:37][C:36]=2[CH2:35][CH2:34][CH2:33]1, predict the reactants needed to synthesize it.